This data is from Peptide-MHC class II binding affinity with 134,281 pairs from IEDB. The task is: Regression. Given a peptide amino acid sequence and an MHC pseudo amino acid sequence, predict their binding affinity value. This is MHC class II binding data. The binding affinity (normalized) is 0.818. The peptide sequence is AFMLAWNYGVPRVMS. The MHC is DRB3_0202 with pseudo-sequence DRB3_0202.